Task: Predict the reaction yield, written as a fraction of the theoretical maximum amount of product (1.0 means a 100% yield; for example, 0.34 means a 34% yield).. Dataset: Reaction yield outcomes from USPTO patents with 853,638 reactions (1) The reactants are [Cl:1][C:2]1[C:3]2[N:4]([CH:10]=[C:11]([C:13]([O:15][CH2:16][CH3:17])=[O:14])[CH:12]=2)[N:5]=[CH:6][C:7]=1[C:8]#[N:9].[OH:18]S(O)(=O)=O. No catalyst specified. The product is [C:8]([C:7]1[CH:6]=[N:5][N:4]2[CH:10]=[C:11]([C:13]([O:15][CH2:16][CH3:17])=[O:14])[CH:12]=[C:3]2[C:2]=1[Cl:1])(=[O:18])[NH2:9]. The yield is 0.700. (2) The reactants are Cl.[I:2][C:3]1[CH:21]=[CH:20][C:6]([O:7][C:8]2[CH:13]=[CH:12][C:11]([N:14]3[CH2:19][CH2:18][NH:17][CH2:16][CH2:15]3)=[CH:10][CH:9]=2)=[CH:5][CH:4]=1.[CH3:22][O:23][C:24](=[O:29])[CH2:25][CH2:26][CH2:27]Br. No catalyst specified. The product is [CH3:22][O:23][C:24](=[O:29])[CH2:25][CH2:26][CH2:27][N:17]1[CH2:16][CH2:15][N:14]([C:11]2[CH:10]=[CH:9][C:8]([O:7][C:6]3[CH:20]=[CH:21][C:3]([I:2])=[CH:4][CH:5]=3)=[CH:13][CH:12]=2)[CH2:19][CH2:18]1. The yield is 0.850.